This data is from Full USPTO retrosynthesis dataset with 1.9M reactions from patents (1976-2016). The task is: Predict the reactants needed to synthesize the given product. (1) Given the product [C:15]1([CH2:14][O:1][C:2]2[CH:13]=[CH:12][C:5]3[C:6](=[O:11])[NH:7][CH2:8][CH2:9][O:10][C:4]=3[CH:3]=2)[CH:20]=[CH:19][CH:18]=[CH:17][CH:16]=1, predict the reactants needed to synthesize it. The reactants are: [OH:1][C:2]1[CH:13]=[CH:12][C:5]2[C:6](=[O:11])[NH:7][CH2:8][CH2:9][O:10][C:4]=2[CH:3]=1.[CH2:14](Br)[C:15]1[CH:20]=[CH:19][CH:18]=[CH:17][CH:16]=1.C(=O)([O-])[O-].[K+].[K+]. (2) Given the product [CH3:4][Si:3]([C:1]#[C:2][C:8]1[CH:17]=[CH:16][C:11]([C:12]([O:14][CH3:15])=[O:13])=[CH:10][CH:9]=1)([CH3:6])[CH3:5], predict the reactants needed to synthesize it. The reactants are: [C:1]([Si:3]([CH3:6])([CH3:5])[CH3:4])#[CH:2].Br[C:8]1[CH:17]=[CH:16][C:11]([C:12]([O:14][CH3:15])=[O:13])=[CH:10][CH:9]=1. (3) Given the product [C:1]1([C@@H:7]2[CH2:9][C@H:8]2[CH:10]=[O:11])[CH:6]=[CH:5][CH:4]=[CH:3][CH:2]=1, predict the reactants needed to synthesize it. The reactants are: [C:1]1([C@@H:7]2[CH2:9][C@H:8]2[CH2:10][OH:11])[CH:6]=[CH:5][CH:4]=[CH:3][CH:2]=1.N1C=CC=CC=1.CC(OI1(OC(C)=O)(OC(C)=O)OC(=O)C2C=CC=CC1=2)=O.C([O-])(O)=O.[Na+]. (4) Given the product [Cl:26][C:23]1[S:22][C:21]([S:18]([NH:17][C:15]([N:14]2[CH2:13][CH2:12][N:11]([C:27]3[C:37]([C:38]#[N:39])=[CH:36][C:30]([CH:31]([O:33][CH2:34][CH3:35])[OH:32])=[C:29]([C:40]([F:43])([F:42])[F:41])[N:28]=3)[CH2:10][CH:9]2[CH2:8][CH2:7][C:6]([OH:44])=[O:5])=[O:16])(=[O:19])=[O:20])=[CH:25][CH:24]=1, predict the reactants needed to synthesize it. The reactants are: C([O:5][C:6](=[O:44])[CH2:7][CH2:8][CH:9]1[N:14]([C:15]([NH:17][S:18]([C:21]2[S:22][C:23]([Cl:26])=[CH:24][CH:25]=2)(=[O:20])=[O:19])=[O:16])[CH2:13][CH2:12][N:11]([C:27]2[C:37]([C:38]#[N:39])=[CH:36][C:30]([C:31]([O:33][CH2:34][CH3:35])=[O:32])=[C:29]([C:40]([F:43])([F:42])[F:41])[N:28]=2)[CH2:10]1)(C)(C)C.FC(F)(F)C(O)=O. (5) Given the product [Cl:1][C:2]1[CH:17]=[CH:16][C:5]2[S:6][C:7]3[CH:15]=[CH:14][CH:13]=[CH:12][C:8]=3[C:9]([N:32]3[CH2:37][CH2:36][NH:35][CH2:34][CH2:33]3)=[N:10][C:4]=2[CH:3]=1, predict the reactants needed to synthesize it. The reactants are: [Cl:1][C:2]1[CH:17]=[CH:16][C:5]2[S:6][C:7]3[CH:15]=[CH:14][CH:13]=[CH:12][C:8]=3[C:9](=O)[NH:10][C:4]=2[CH:3]=1.CN(C)C1C=CC=CC=1.O=P(Cl)(Cl)Cl.[NH:32]1[CH2:37][CH2:36][NH:35][CH2:34][CH2:33]1.Cl. (6) The reactants are: [H+].[F:2][P-:3]([F:8])([F:7])([F:6])([F:5])[F:4].[Cl-].[C:10]1([CH2:16][CH2:17][CH2:18][N+:19]2[CH:23]=[CH:22][N:21]([CH3:24])[CH:20]=2)[CH:15]=[CH:14][CH:13]=[CH:12][CH:11]=1. Given the product [F:2][P-:3]([F:8])([F:7])([F:6])([F:5])[F:4].[C:10]1([CH2:16][CH2:17][CH2:18][N+:19]2[CH:23]=[CH:22][N:21]([CH3:24])[CH:20]=2)[CH:15]=[CH:14][CH:13]=[CH:12][CH:11]=1, predict the reactants needed to synthesize it. (7) Given the product [NH3:1].[CH2:14]([N:11]1[CH2:12][CH2:13][C:8]([C:4]2[CH:5]=[CH:6][CH:7]=[C:2]([NH:1][S:22]([CH3:21])(=[O:24])=[O:23])[CH:3]=2)([CH3:20])[CH2:9][CH2:10]1)[CH2:15][CH2:16][CH2:17][CH2:18][CH3:19], predict the reactants needed to synthesize it. The reactants are: [NH2:1][C:2]1[CH:3]=[C:4]([C:8]2([CH3:20])[CH2:13][CH2:12][N:11]([CH2:14][CH2:15][CH2:16][CH2:17][CH2:18][CH3:19])[CH2:10][CH2:9]2)[CH:5]=[CH:6][CH:7]=1.[CH3:21][S:22](Cl)(=[O:24])=[O:23].N1C=CC=CC=1. (8) Given the product [OH:6][C@H:5]([CH2:4][OH:3])[CH2:7][O:8][C:9]1[CH:14]=[CH:13][N:12]=[C:11]([NH:15][C:16]([N:18]2[C@@H:24]3[CH2:25][N:21]([CH2:22][CH2:23]3)[C:20]3[CH:26]=[CH:27][C:28]([C:30]4[CH:35]=[CH:34][CH:33]=[C:32]([C:36]([F:37])([F:39])[F:38])[CH:31]=4)=[N:29][C:19]2=3)=[O:17])[CH:10]=1, predict the reactants needed to synthesize it. The reactants are: CC1(C)[O:6][C@@H:5]([CH2:7][O:8][C:9]2[CH:14]=[CH:13][N:12]=[C:11]([NH:15][C:16]([N:18]3[C@@H:24]4[CH2:25][N:21]([CH2:22][CH2:23]4)[C:20]4[CH:26]=[CH:27][C:28]([C:30]5[CH:35]=[CH:34][CH:33]=[C:32]([C:36]([F:39])([F:38])[F:37])[CH:31]=5)=[N:29][C:19]3=4)=[O:17])[CH:10]=2)[CH2:4][O:3]1.O.Cl.O1CCOCC1.